The task is: Predict the reaction yield, written as a fraction of the theoretical maximum amount of product (1.0 means a 100% yield; for example, 0.34 means a 34% yield).. This data is from Reaction yield outcomes from USPTO patents with 853,638 reactions. (1) The product is [Cl:24][C:21]1[CH:22]=[CH:23][C:18]([C:15]2[N:16]=[CH:17][C:10]3[N:9]([CH3:30])[C:8](=[O:31])[N:7]([CH2:6][CH2:5][CH2:4][OH:3])[C:12](=[O:13])[C:11]=3[C:14]=2[CH2:25][CH2:26][CH:27]([CH3:29])[CH3:28])=[CH:19][CH:20]=1. The reactants are C([O:3][CH2:4][CH2:5][CH2:6][N:7]1[C:12](=[O:13])[C:11]2[C:14]([CH2:25][CH2:26][CH:27]([CH3:29])[CH3:28])=[C:15]([C:18]3[CH:23]=[CH:22][C:21]([Cl:24])=[CH:20][CH:19]=3)[N:16]=[CH:17][C:10]=2[N:9]([CH3:30])[C:8]1=[O:31])=O.O[Li].O. The catalyst is C1COCC1.O.CC(=O)OCC. The yield is 0.570. (2) The reactants are [CH2:1]([O:7][CH2:8][CH2:9][CH2:10][CH2:11][CH2:12][CH3:13])CCCCC.C([Sn]CCCC)CCC.[CH2:23]([OH:29])[CH2:24][CH2:25][CH2:26][CH2:27][CH3:28].C(=O)=[O:31]. No catalyst specified. The product is [C:1](=[O:31])([O:7][CH2:8][CH2:9][CH2:10][CH2:11][CH2:12][CH3:13])[O:29][CH2:23][CH2:24][CH2:25][CH2:26][CH2:27][CH3:28]. The yield is 0.180. (3) The reactants are Br[C:2]1[C:6]2=[N:7][CH:8]=[CH:9][CH:10]=[C:5]2[NH:4][N:3]=1.[Cu][C:12]#[N:13]. The catalyst is CN1CCCC1=O.[Cl-].[NH4+]. The product is [NH:4]1[C:5]2[C:6](=[N:7][CH:8]=[CH:9][CH:10]=2)[C:2]([C:12]#[N:13])=[N:3]1. The yield is 0.960. (4) The reactants are Br[C:2]1[CH:3]=[C:4]2[C:8](=[C:9]([C:11]([NH2:13])=[O:12])[CH:10]=1)[NH:7][CH:6]=[C:5]2[CH:14]1[CH2:19][CH2:18][N:17]([S:20]([CH2:23][CH3:24])(=[O:22])=[O:21])[CH2:16][CH2:15]1.[F:25][C:26]1[CH:31]=[CH:30][CH:29]=[CH:28][C:27]=1[SH:32].C(O)CO.C(=O)([O-])[O-].[K+].[K+]. The catalyst is C(O)(C)C.[Cu](I)I. The product is [CH2:23]([S:20]([N:17]1[CH2:18][CH2:19][CH:14]([C:5]2[C:4]3[C:8](=[C:9]([C:11]([NH2:13])=[O:12])[CH:10]=[C:2]([S:32][C:27]4[CH:28]=[CH:29][CH:30]=[CH:31][C:26]=4[F:25])[CH:3]=3)[NH:7][CH:6]=2)[CH2:15][CH2:16]1)(=[O:22])=[O:21])[CH3:24]. The yield is 0.110. (5) The reactants are Br[C:2]1[N:6]([CH3:7])[CH:5]=[N:4][C:3]=1[C:8]1[CH:13]=[C:12]([C:14]2[N:15]=[N:16][N:17](CC3C=CC(OC)=CC=3)[C:18]=2[C:19]([F:22])([F:21])[F:20])[CH:11]=[CH:10][N:9]=1.[F:32][C:33]1[CH:38]=[CH:37][C:36](B(O)O)=[CH:35][CH:34]=1.C([O-])([O-])=O.[Na+].[Na+]. The catalyst is O1CCOCC1.C(O)(C(F)(F)F)=O.C(Cl)Cl.C1C=CC(P(C2C=CC=CC=2)[C-]2C=CC=C2)=CC=1.C1C=CC(P(C2C=CC=CC=2)[C-]2C=CC=C2)=CC=1.Cl[Pd]Cl.[Fe+2]. The product is [F:32][C:33]1[CH:38]=[CH:37][C:36]([C:2]2[N:6]([CH3:7])[CH:5]=[N:4][C:3]=2[C:8]2[CH:13]=[C:12]([C:14]3[N:15]=[N:16][NH:17][C:18]=3[C:19]([F:20])([F:22])[F:21])[CH:11]=[CH:10][N:9]=2)=[CH:35][CH:34]=1. The yield is 0.280.